From a dataset of Merck oncology drug combination screen with 23,052 pairs across 39 cell lines. Regression. Given two drug SMILES strings and cell line genomic features, predict the synergy score measuring deviation from expected non-interaction effect. (1) Drug 1: CN1C(=O)C=CC2(C)C3CCC4(C)C(NC(=O)OCC(F)(F)F)CCC4C3CCC12. Drug 2: O=c1[nH]cc(F)c(=O)[nH]1. Cell line: CAOV3. Synergy scores: synergy=16.1. (2) Drug 1: Cn1c(=O)n(-c2ccc(C(C)(C)C#N)cc2)c2c3cc(-c4cnc5ccccc5c4)ccc3ncc21. Drug 2: NC1CCCCC1N.O=C(O)C(=O)O.[Pt+2]. Cell line: HCT116. Synergy scores: synergy=13.6. (3) Drug 1: CS(=O)(=O)CCNCc1ccc(-c2ccc3ncnc(Nc4ccc(OCc5cccc(F)c5)c(Cl)c4)c3c2)o1. Drug 2: C#Cc1cccc(Nc2ncnc3cc(OCCOC)c(OCCOC)cc23)c1. Cell line: MDAMB436. Synergy scores: synergy=-16.2. (4) Drug 1: CN1C(=O)C=CC2(C)C3CCC4(C)C(NC(=O)OCC(F)(F)F)CCC4C3CCC12. Drug 2: Cn1nnc2c(C(N)=O)ncn2c1=O. Cell line: LNCAP. Synergy scores: synergy=1.45. (5) Drug 1: CCC1(O)CC2CN(CCc3c([nH]c4ccccc34)C(C(=O)OC)(c3cc4c(cc3OC)N(C)C3C(O)(C(=O)OC)C(OC(C)=O)C5(CC)C=CCN6CCC43C65)C2)C1. Drug 2: O=C(CCCCCCC(=O)Nc1ccccc1)NO. Cell line: RKO. Synergy scores: synergy=-3.19. (6) Drug 1: NC(=O)c1cccc2cn(-c3ccc(C4CCCNC4)cc3)nc12. Drug 2: C#Cc1cccc(Nc2ncnc3cc(OCCOC)c(OCCOC)cc23)c1. Cell line: HCT116. Synergy scores: synergy=1.20. (7) Drug 1: O=c1[nH]cc(F)c(=O)[nH]1. Drug 2: O=C(O)C1(Cc2cccc(Nc3nccs3)n2)CCC(Oc2cccc(Cl)c2F)CC1. Cell line: HT29. Synergy scores: synergy=12.4.